Dataset: Catalyst prediction with 721,799 reactions and 888 catalyst types from USPTO. Task: Predict which catalyst facilitates the given reaction. (1) Reactant: [CH3:1][O:2][C:3]1[CH:8]=[CH:7][C:6]([C:9]2[C:18](=[O:19])[C:17]3[C:12](=[CH:13][C:14]([O:20][CH2:21][CH:22]4[CH2:24][O:23]4)=[CH:15][CH:16]=3)[O:11][CH:10]=2)=[CH:5][CH:4]=1.[F:25][C:26]([F:36])([F:35])[C:27]1[CH:28]=[C:29]([CH:32]=[CH:33][CH:34]=1)[CH2:30][NH2:31].C(N(C(C)C)CC)(C)C. Product: [OH:23][CH:22]([CH2:24][NH:31][CH2:30][C:29]1[CH:32]=[CH:33][CH:34]=[C:27]([C:26]([F:35])([F:36])[F:25])[CH:28]=1)[CH2:21][O:20][C:14]1[CH:13]=[C:12]2[C:17]([C:18](=[O:19])[C:9]([C:6]3[CH:7]=[CH:8][C:3]([O:2][CH3:1])=[CH:4][CH:5]=3)=[CH:10][O:11]2)=[CH:16][CH:15]=1. The catalyst class is: 8. (2) Reactant: [C:1]([NH:6][CH2:7][CH2:8][CH2:9][CH2:10][CH2:11][C:12]([OH:14])=O)(=[O:5])[C:2]([CH3:4])=[CH2:3].Br.[C:16]([O:20][C:21]([CH2:23][N:24]1[CH2:35][CH2:34][NH:33][CH2:32][CH2:31][N:30]([CH2:36][C:37]([O:39][C:40]([CH3:43])([CH3:42])[CH3:41])=[O:38])[CH2:29][CH2:28][N:27]([CH2:44][C:45]([O:47][C:48]([CH3:51])([CH3:50])[CH3:49])=[O:46])[CH2:26][CH2:25]1)=[O:22])([CH3:19])([CH3:18])[CH3:17].Cl.C(N=C=NCCCN(C)C)C. Product: [C:16]([O:20][C:21](=[O:22])[CH2:23][N:24]1[CH2:35][CH2:34][N:33]([C:12](=[O:14])[CH2:11][CH2:10][CH2:9][CH2:8][CH2:7][NH:6][C:1](=[O:5])[C:2]([CH3:4])=[CH2:3])[CH2:32][CH2:31][N:30]([CH2:36][C:37]([O:39][C:40]([CH3:41])([CH3:42])[CH3:43])=[O:38])[CH2:29][CH2:28][N:27]([CH2:44][C:45]([O:47][C:48]([CH3:51])([CH3:50])[CH3:49])=[O:46])[CH2:26][CH2:25]1)([CH3:17])([CH3:18])[CH3:19]. The catalyst class is: 4.